Task: Predict the product of the given reaction.. Dataset: Forward reaction prediction with 1.9M reactions from USPTO patents (1976-2016) (1) Given the reactants [Cl:1][C:2]1[CH:7]=[CH:6][CH:5]=[C:4]([F:8])[C:3]=1[CH2:9][N:10]([CH2:13][C:14]1[CH:19]=[CH:18][C:17]([CH2:20][N:21]2[CH2:26][CH2:25][N:24]([C:27]3[C:32]([CH2:33][OH:34])=[CH:31][CH:30]=[CH:29][N:28]=3)[CH2:23][CH2:22]2)=[CH:16][CH:15]=1)[CH2:11][CH3:12].C(N(CC)CC)C.[C:42](Cl)(=[O:45])[CH2:43][CH3:44].CO, predict the reaction product. The product is: [C:42]([O:34][CH2:33][C:32]1[C:27]([N:24]2[CH2:23][CH2:22][N:21]([CH2:20][C:17]3[CH:16]=[CH:15][C:14]([CH2:13][N:10]([CH2:9][C:3]4[C:4]([F:8])=[CH:5][CH:6]=[CH:7][C:2]=4[Cl:1])[CH2:11][CH3:12])=[CH:19][CH:18]=3)[CH2:26][CH2:25]2)=[N:28][CH:29]=[CH:30][CH:31]=1)(=[O:45])[CH2:43][CH3:44]. (2) Given the reactants [CH:1]1([NH:4][C:5]2[C:10]([C:11]([NH2:13])=[O:12])=[CH:9][N:8]=[C:7]([NH:14][C:15]3[CH:20]=[CH:19][C:18]([CH:21]4[CH2:26][CH2:25][NH:24][CH2:23][CH2:22]4)=[CH:17][CH:16]=3)[N:6]=2)[CH2:3][CH2:2]1.CCN(C(C)C)C(C)C.F[C:37]1[CH:42]=[CH:41][CH:40]=[CH:39][N:38]=1.C(O)(C(F)(F)F)=O, predict the reaction product. The product is: [CH:1]1([NH:4][C:5]2[C:10]([C:11]([NH2:13])=[O:12])=[CH:9][N:8]=[C:7]([NH:14][C:15]3[CH:20]=[CH:19][C:18]([CH:21]4[CH2:26][CH2:25][N:24]([C:37]5[CH:42]=[CH:41][CH:40]=[CH:39][N:38]=5)[CH2:23][CH2:22]4)=[CH:17][CH:16]=3)[N:6]=2)[CH2:3][CH2:2]1. (3) Given the reactants [OH:1][CH2:2][CH2:3][O:4][CH:5]1[CH2:10][CH2:9][CH:8]([C:11]([O:13][CH3:14])=[O:12])[CH2:7][CH2:6]1.C(N(CC)CC)C.[C:22]([Si:26]([C:34]1[CH:39]=[CH:38][CH:37]=[CH:36][CH:35]=1)([C:28]1[CH:33]=[CH:32][CH:31]=[CH:30][CH:29]=1)Cl)([CH3:25])([CH3:24])[CH3:23].C(=O)(O)[O-].[Na+], predict the reaction product. The product is: [Si:26]([O:1][CH2:2][CH2:3][O:4][CH:5]1[CH2:10][CH2:9][CH:8]([C:11]([O:13][CH3:14])=[O:12])[CH2:7][CH2:6]1)([C:22]([CH3:25])([CH3:24])[CH3:23])([C:34]1[CH:35]=[CH:36][CH:37]=[CH:38][CH:39]=1)[C:28]1[CH:33]=[CH:32][CH:31]=[CH:30][CH:29]=1. (4) Given the reactants Cl[C:2]1[N:3]=[CH:4][C:5]([C:13]([N:15]2[CH2:20][CH2:19][O:18][CH2:17][CH2:16]2)=[O:14])=[C:6]2[C:10]([CH3:11])=[CH:9][N:8]([CH3:12])[C:7]=12.[Br:21][C:22]1[CH:23]=[C:24]([CH:26]=[CH:27][CH:28]=1)[NH2:25], predict the reaction product. The product is: [Br:21][C:22]1[CH:23]=[C:24]([NH:25][C:2]2[N:3]=[CH:4][C:5]([C:13]([N:15]3[CH2:20][CH2:19][O:18][CH2:17][CH2:16]3)=[O:14])=[C:6]3[C:10]([CH3:11])=[CH:9][N:8]([CH3:12])[C:7]=23)[CH:26]=[CH:27][CH:28]=1. (5) Given the reactants [N:1]1[C:10]2[C:5](=[CH:6][CH:7]=[CH:8][CH:9]=2)[CH:4]=[CH:3][C:2]=1[CH2:11][CH2:12]O.CC(OC(/N=N/C(OC(C)C)=O)=O)C.C1(P(C2C=CC=CC=2)C2C=CC=CC=2)C=CC=CC=1.[Br:47][C:48]1[CH:49]=[CH:50][C:51]2[N:52]([C:54](=[O:57])[NH:55][N:56]=2)[CH:53]=1, predict the reaction product. The product is: [Br:47][C:48]1[CH:49]=[CH:50][C:51]2[N:52]([C:54](=[O:57])[N:55]([CH2:12][CH2:11][C:2]3[CH:3]=[CH:4][C:5]4[C:10](=[CH:9][CH:8]=[CH:7][CH:6]=4)[N:1]=3)[N:56]=2)[CH:53]=1.